Dataset: HIV replication inhibition screening data with 41,000+ compounds from the AIDS Antiviral Screen. Task: Binary Classification. Given a drug SMILES string, predict its activity (active/inactive) in a high-throughput screening assay against a specified biological target. (1) The compound is CC1(C)C2CCC1(CS(=O)(=O)O)C(=O)C2.N=C(N)SC(c1ccccc1)C(O)c1ccccc1. The result is 0 (inactive). (2) The result is 0 (inactive). The drug is CC(=O)c1cccc(NC(=O)C(=NNC(=S)NN)C2C(=O)Nc3ccccc3S2=O)c1. (3) The compound is O=C(CC1Sc2ccccc2NC1=O)Nc1cccc(Cl)c1. The result is 0 (inactive). (4) The compound is O=[N+]([O-])c1cccc2nc3ccccc3c(NCCNCCO)c12. The result is 0 (inactive).